From a dataset of Reaction yield outcomes from USPTO patents with 853,638 reactions. Predict the reaction yield, written as a fraction of the theoretical maximum amount of product (1.0 means a 100% yield; for example, 0.34 means a 34% yield). (1) The reactants are [NH2:1][C:2]1[CH:10]=[C:9]([Cl:11])[CH:8]=[CH:7][C:3]=1[C:4](O)=[O:5].C1C=CC2N(O)N=[N:18]C=2C=1.CCN(C(C)C)C(C)C.CCN=C=NCCCN(C)C.N.CO. The catalyst is CN(C=O)C. The product is [NH2:1][C:2]1[CH:10]=[C:9]([Cl:11])[CH:8]=[CH:7][C:3]=1[C:4]([NH2:18])=[O:5]. The yield is 0.660. (2) The reactants are [CH2:1]([N:8]1[CH:12]=[CH:11][C:10]([C:13]([CH3:16])([CH3:15])[CH3:14])=[N:9]1)[C:2]1[CH:7]=[CH:6][CH:5]=[CH:4][CH:3]=1.[I:17]I.[N+]([O-])([O-])=O.[Ce+4].[NH4+].[NH4+].[N+]([O-])([O-])=O.[N+]([O-])([O-])=O.[N+]([O-])([O-])=O.[N+]([O-])([O-])=O.[N+]([O-])([O-])=O.C(#N)C. The catalyst is O. The product is [CH2:1]([N:8]1[CH:12]=[C:11]([I:17])[C:10]([C:13]([CH3:16])([CH3:15])[CH3:14])=[N:9]1)[C:2]1[CH:3]=[CH:4][CH:5]=[CH:6][CH:7]=1. The yield is 0.970. (3) The reactants are [Cl:1][C:2]1[C:3]([NH:12][C:13]2[C:18]([Cl:19])=[CH:17][N:16]=[C:15](Cl)[N:14]=2)=[C:4]([CH:9]=[CH:10][CH:11]=1)[C:5]([NH:7][CH3:8])=[O:6].[NH2:21][C:22]1[CH:37]=[CH:36][C:25]2[N:26]([CH2:34][CH3:35])[C:27](=[O:33])[CH2:28][CH2:29][C:30]([CH3:32])([CH3:31])[C:24]=2[CH:23]=1.CC1(C)[C@]2(CS(O)(=O)=O)C(C[C@H]1CC2)=O. The catalyst is COCCO. The product is [Cl:1][C:2]1[C:3]([NH:12][C:13]2[C:18]([Cl:19])=[CH:17][N:16]=[C:15]([NH:21][C:22]3[CH:37]=[CH:36][C:25]4[N:26]([CH2:34][CH3:35])[C:27](=[O:33])[CH2:28][CH2:29][C:30]([CH3:31])([CH3:32])[C:24]=4[CH:23]=3)[N:14]=2)=[C:4]([CH:9]=[CH:10][CH:11]=1)[C:5]([NH:7][CH3:8])=[O:6]. The yield is 0.100. (4) The reactants are [F:1][C:2]1[C:3]([F:12])=[CH:4][C:5]2[S:9][C:8]([NH2:10])=[N:7][C:6]=2[CH:11]=1.[CH3:13][O:14][C:15]1[CH:23]=[CH:22][C:18]([C:19](Cl)=[O:20])=[CH:17][CH:16]=1.Br[CH:25]([CH2:30][CH3:31])[C:26]([O:28]C)=[O:27].COC1C=CC2N=C(N)SC=2C=1.ClC1C=C(C=CC=1)C(Cl)=O.BrCC(OCC)=O. No catalyst specified. The product is [F:1][C:2]1[C:3]([F:12])=[CH:4][C:5]2[S:9][C:8](=[N:10][C:19](=[O:20])[C:18]3[CH:22]=[CH:23][C:15]([O:14][CH3:13])=[CH:16][CH:17]=3)[N:7]([CH:25]([CH2:30][CH3:31])[C:26]([OH:28])=[O:27])[C:6]=2[CH:11]=1. The yield is 0.120.